This data is from NCI-60 drug combinations with 297,098 pairs across 59 cell lines. The task is: Regression. Given two drug SMILES strings and cell line genomic features, predict the synergy score measuring deviation from expected non-interaction effect. (1) Drug 1: C1=NC2=C(N=C(N=C2N1C3C(C(C(O3)CO)O)F)Cl)N. Drug 2: CN(CCCl)CCCl.Cl. Cell line: UACC-257. Synergy scores: CSS=6.49, Synergy_ZIP=-2.25, Synergy_Bliss=-0.112, Synergy_Loewe=-0.724, Synergy_HSA=-0.977. (2) Drug 1: C1=CC=C(C=C1)NC(=O)CCCCCCC(=O)NO. Drug 2: C1=CC=C(C(=C1)C(C2=CC=C(C=C2)Cl)C(Cl)Cl)Cl. Cell line: A549. Synergy scores: CSS=17.9, Synergy_ZIP=-7.80, Synergy_Bliss=-3.92, Synergy_Loewe=-27.0, Synergy_HSA=-5.31. (3) Drug 1: CC12CCC(CC1=CCC3C2CCC4(C3CC=C4C5=CN=CC=C5)C)O. Drug 2: C1CCC(CC1)NC(=O)N(CCCl)N=O. Cell line: NCI-H322M. Synergy scores: CSS=0.319, Synergy_ZIP=-0.948, Synergy_Bliss=-0.307, Synergy_Loewe=-2.22, Synergy_HSA=-1.59.